From a dataset of Full USPTO retrosynthesis dataset with 1.9M reactions from patents (1976-2016). Predict the reactants needed to synthesize the given product. (1) Given the product [CH3:25][C:8]([C:5]1[CH:6]=[CH:7][C:2]([N:33]2[CH2:37][CH2:36][CH2:35][C:34]2=[O:38])=[CH:3][CH:4]=1)([CH3:26])[C:9]([N:11]1[CH2:15][CH2:14][C@@:13]2([C:19]3[CH:20]=[CH:21][CH:22]=[CH:23][C:18]=3[C:17](=[O:24])[O:16]2)[CH2:12]1)=[O:10], predict the reactants needed to synthesize it. The reactants are: Br[C:2]1[CH:7]=[CH:6][C:5]([C:8]([CH3:26])([CH3:25])[C:9]([N:11]2[CH2:15][CH2:14][C@@:13]3([C:19]4[CH:20]=[CH:21][CH:22]=[CH:23][C:18]=4[C:17](=[O:24])[O:16]3)[CH2:12]2)=[O:10])=[CH:4][CH:3]=1.C(=O)([O-])[O-].[K+].[K+].[NH:33]1[CH2:37][CH2:36][CH2:35][C:34]1=[O:38].CN[C@H]1CCCC[C@@H]1NC.COCCOCCOC. (2) Given the product [OH:41][CH2:40][CH2:39][N:35]([CH2:36][CH2:37][OH:38])[CH2:34][CH2:33][CH2:32][CH2:31][NH:30][C:8](=[O:29])[NH:9][C:10]1[S:14][N:13]=[C:12]([O:15][CH2:16][C:17]2[CH:22]=[C:21]([F:23])[C:20]([CH3:24])=[CH:19][C:18]=2[F:25])[C:11]=1[C:26]([NH2:27])=[O:28], predict the reactants needed to synthesize it. The reactants are: C1(O[C:8](=[O:29])[NH:9][C:10]2[S:14][N:13]=[C:12]([O:15][CH2:16][C:17]3[CH:22]=[C:21]([F:23])[C:20]([CH3:24])=[CH:19][C:18]=3[F:25])[C:11]=2[C:26](=[O:28])[NH2:27])C=CC=CC=1.[NH2:30][CH2:31][CH2:32][CH2:33][CH2:34][N:35]([CH2:39][CH2:40][OH:41])[CH2:36][CH2:37][OH:38]. (3) Given the product [CH2:1]([O:8][C:9]1[CH:10]=[C:11]([C:31]2[CH:36]=[C:35]([CH3:37])[CH:34]=[CH:33][N:32]=2)[C:12]2[S:16][C:15]([NH:17][C:18]([NH:20][CH2:21][CH3:22])=[O:19])=[N:14][C:13]=2[CH:23]=1)[C:2]1[CH:7]=[CH:6][CH:5]=[CH:4][CH:3]=1, predict the reactants needed to synthesize it. The reactants are: [CH2:1]([O:8][C:9]1[CH:10]=[C:11](Br)[C:12]2[S:16][C:15]([NH:17][C:18]([NH:20][CH2:21][CH3:22])=[O:19])=[N:14][C:13]=2[CH:23]=1)[C:2]1[CH:7]=[CH:6][CH:5]=[CH:4][CH:3]=1.C([O-])(=O)C.[K+].Br[C:31]1[CH:36]=[C:35]([CH3:37])[CH:34]=[CH:33][N:32]=1.C(=O)([O-])[O-].[Cs+].[Cs+]. (4) Given the product [Si:1]([O:8][CH:9]([C:44]1[CH:45]=[CH:46][C:47]([F:50])=[CH:48][CH:49]=1)[CH2:10][CH2:11][CH:12]1[C:30](=[O:31])[N:14]([C:15]2[CH:16]=[CH:17][C:18]([F:21])=[CH:19][CH:20]=2)[CH:13]1[C:22]1[CH:23]=[C:24]([CH:27]=[CH:28][CH:29]=1)[C:25]#[N:26])([C:4]([CH3:5])([CH3:6])[CH3:7])([CH3:3])[CH3:2], predict the reactants needed to synthesize it. The reactants are: [Si:1]([O:8][CH:9]([C:44]1[CH:49]=[CH:48][C:47]([F:50])=[CH:46][CH:45]=1)[CH2:10][CH2:11][CH:12]([C:30](N1C(C2C=CC=CC=2)COC1=O)=[O:31])[CH:13]([C:22]1[CH:23]=[C:24]([CH:27]=[CH:28][CH:29]=1)[C:25]#[N:26])[NH:14][C:15]1[CH:20]=[CH:19][C:18]([F:21])=[CH:17][CH:16]=1)([C:4]([CH3:7])([CH3:6])[CH3:5])([CH3:3])[CH3:2].C[Si](C([Si](C)(C)C)C(N)=O)(C)C.[F-].C([N+](CCCC)(CCCC)CCCC)CCC.CC(OCC1C2C(=CC=CC=2)C(COC(C)=O)=C2C=1C=CC=C2)=O. (5) Given the product [C:1]([O:5][C@@H:6]([C:12]1[C:36]([CH3:37])=[CH:35][C:15]2[N:16]=[C:17]([C:19]3[CH:24]=[CH:23][N:22]=[C:21]([C:25]4[CH:33]=[C:32]5[C:28]([C:29]([F:34])=[N:30][N:31]5[CH3:45])=[CH:27][CH:26]=4)[CH:20]=3)[S:18][C:14]=2[C:13]=1[C:38]1[CH:39]=[CH:40][C:41]([Cl:44])=[CH:42][CH:43]=1)[C:7]([O:9][CH2:10][CH3:11])=[O:8])([CH3:2])([CH3:3])[CH3:4], predict the reactants needed to synthesize it. The reactants are: [C:1]([O:5][C@@H:6]([C:12]1[C:36]([CH3:37])=[CH:35][C:15]2[N:16]=[C:17]([C:19]3[CH:24]=[CH:23][N:22]=[C:21]([C:25]4[CH:33]=[C:32]5[C:28]([C:29]([F:34])=[N:30][NH:31]5)=[CH:27][CH:26]=4)[CH:20]=3)[S:18][C:14]=2[C:13]=1[C:38]1[CH:43]=[CH:42][C:41]([Cl:44])=[CH:40][CH:39]=1)[C:7]([O:9][CH2:10][CH3:11])=[O:8])([CH3:4])([CH3:3])[CH3:2].[C:45](=O)([O-])[O-].[Cs+].[Cs+].IC. (6) Given the product [CH2:12]([C@@H:8]([NH:7][C:6](=[O:14])[OH:5])[CH2:9][CH:10]=[O:33])[CH3:13], predict the reactants needed to synthesize it. The reactants are: C([O:5][C:6](=[O:14])[NH:7][C@H:8]([CH2:12][CH3:13])[CH2:9][C:10]#N)(C)(C)C.CCCCCC.CC(C[AlH]CC(C)C)C.Cl.CC[O:33]CC. (7) Given the product [CH:4]1[C:5]2[C:6]3[C:11](=[CH:10][CH:9]=[CH:8][CH:7]=3)[C:12]3[C:17](=[CH:16][CH:15]=[C:14]([OH:21])[CH:13]=3)[C:18]=2[CH:19]=[CH:20][C:3]=1[OH:2], predict the reactants needed to synthesize it. The reactants are: C[O:2][C:3]1[CH:20]=[CH:19][C:18]2[C:17]3[C:12](=[CH:13][C:14]([O:21]C)=[CH:15][CH:16]=3)[C:11]3[C:6](=[CH:7][CH:8]=[CH:9][CH:10]=3)[C:5]=2[CH:4]=1.Cl.N1C=CC=CC=1.